From a dataset of Full USPTO retrosynthesis dataset with 1.9M reactions from patents (1976-2016). Predict the reactants needed to synthesize the given product. Given the product [O:20]1[CH2:24][CH2:23][CH:22]([CH2:25][NH:26][C:16]([C:13]2[CH:12]=[C:11]([CH:9]([O:8][CH2:1][C:2]3[CH:3]=[CH:4][CH:5]=[CH:6][CH:7]=3)[CH3:10])[O:15][N:14]=2)=[O:18])[CH2:21]1, predict the reactants needed to synthesize it. The reactants are: [CH2:1]([O:8][CH:9]([C:11]1[O:15][N:14]=[C:13]([C:16]([OH:18])=O)[CH:12]=1)[CH3:10])[C:2]1[CH:7]=[CH:6][CH:5]=[CH:4][CH:3]=1.Cl.[O:20]1[CH2:24][CH2:23][CH:22]([CH2:25][NH2:26])[CH2:21]1.C(N(CC)CC)C.ON1C2C=CC=CC=2N=N1.Cl.C(N=C=NCCCN(C)C)C.